Dataset: Catalyst prediction with 721,799 reactions and 888 catalyst types from USPTO. Task: Predict which catalyst facilitates the given reaction. Reactant: [CH3:1][Si:2]([CH3:9])([CH3:8])[C:3]#[C:4][CH2:5][CH2:6][NH2:7].[F:10][C:11]1[CH:12]=[C:13]([CH:24]=[CH:25][CH:26]=1)[CH2:14][C:15]1[CH:16]=[C:17]([CH:21]=[CH:22][CH:23]=1)[C:18](O)=[O:19].CN(C(ON1N=NC2C=CC=NC1=2)=[N+](C)C)C.F[P-](F)(F)(F)(F)F.C(N(CC)C(C)C)(C)C. Product: [F:10][C:11]1[CH:12]=[C:13]([CH:24]=[CH:25][CH:26]=1)[CH2:14][C:15]1[CH:16]=[C:17]([CH:21]=[CH:22][CH:23]=1)[C:18]([NH:7][CH2:6][CH2:5][C:4]#[C:3][Si:2]([CH3:9])([CH3:8])[CH3:1])=[O:19]. The catalyst class is: 3.